Dataset: Forward reaction prediction with 1.9M reactions from USPTO patents (1976-2016). Task: Predict the product of the given reaction. (1) Given the reactants O[C:2]([C:5]1[NH:23][C:8]2=[C:9]([C:21]#[N:22])[C:10]([CH3:20])=[C:11]([C:14]3[CH:19]=[CH:18][CH:17]=[CH:16][CH:15]=3)[C:12](=O)[N:7]2[N:6]=1)([CH3:4])[CH3:3].P(Cl)(Cl)([Cl:26])=O, predict the reaction product. The product is: [Cl:26][C:12]1[N:7]2[N:6]=[C:5]([C:2]([CH3:4])=[CH2:3])[N:23]=[C:8]2[C:9]([C:21]#[N:22])=[C:10]([CH3:20])[C:11]=1[C:14]1[CH:19]=[CH:18][CH:17]=[CH:16][CH:15]=1. (2) Given the reactants [F:1][CH2:2][CH2:3][OH:4].C(N(CC)CC)C.[O:12](S(C(F)(F)F)(=O)=O)[S:13]([C:16]([F:19])([F:18])[F:17])(=O)=[O:14].O, predict the reaction product. The product is: [F:17][C:16]([F:19])([F:18])[S:13]([O:4][CH2:3][CH2:2][F:1])(=[O:14])=[O:12]. (3) Given the reactants [C:1]([C:4]1[C:5]([CH3:19])=[N:6][N:7]([C:10]2[CH:17]=[CH:16][C:13]([C:14]#[N:15])=[C:12]([Cl:18])[CH:11]=2)[C:8]=1[CH3:9])(=O)[CH3:2].[F:20][C:21]1[CH:26]=[CH:25][C:24]([Mg]Br)=[CH:23][CH:22]=1.C1COCC1.[Cl-].[NH4+], predict the reaction product. The product is: [Cl:18][C:12]1[CH:11]=[C:10]([N:7]2[C:8]([CH3:9])=[C:4]([C:1]([C:24]3[CH:25]=[CH:26][C:21]([F:20])=[CH:22][CH:23]=3)=[CH2:2])[C:5]([CH3:19])=[N:6]2)[CH:17]=[CH:16][C:13]=1[C:14]#[N:15]. (4) Given the reactants [F:1][C:2]([F:6])([F:5])[CH2:3][NH2:4].[Br:7][C:8]1[CH:13]=[CH:12][C:11]([O:14][CH3:15])=[CH:10][C:9]=1[CH2:16]Br, predict the reaction product. The product is: [F:1][C:2]([F:6])([F:5])[CH2:3][NH:4][CH2:16][C:9]1[CH:10]=[C:11]([O:14][CH3:15])[CH:12]=[CH:13][C:8]=1[Br:7]. (5) Given the reactants [CH3:1][O:2][C:3]([C@H:5]1[CH2:8][CH2:7][C@H:6]1C(O)=O)=[O:4].[CH3:12][C:13]([CH3:15])=O.Cl[C:17]([O:19][CH2:20][CH3:21])=[O:18].[N-:22]=[N+]=[N-].[Na+].[C:26](O)(=O)[CH3:27], predict the reaction product. The product is: [CH2:20]([O:19][C:17]([NH:22][C@H:6]1[CH2:7][CH2:8][C@H:5]1[C:3]([O:2][CH3:1])=[O:4])=[O:18])[C:21]1[CH:27]=[CH:26][CH:15]=[CH:13][CH:12]=1.